Task: Regression/Classification. Given a drug SMILES string, predict its toxicity properties. Task type varies by dataset: regression for continuous values (e.g., LD50, hERG inhibition percentage) or binary classification for toxic/non-toxic outcomes (e.g., AMES mutagenicity, cardiotoxicity, hepatotoxicity). Dataset: herg_karim.. Dataset: hERG potassium channel inhibition data for cardiac toxicity prediction from Karim et al. The molecule is CNc1cc(Nc2cnc(C#N)c(O[C@H](C)CN(C)C)n2)ncc1-c1cnn(C)c1. The result is 0 (non-blocker).